From a dataset of Forward reaction prediction with 1.9M reactions from USPTO patents (1976-2016). Predict the product of the given reaction. (1) Given the reactants [C:1]([CH:5]([C:11]([O:13][CH2:14][CH3:15])=[O:12])[C:6]([O:8][CH2:9][CH3:10])=[O:7])(=O)[CH2:2][CH3:3].P(Cl)(Cl)([Cl:18])=O.C(N(CCCC)CCCC)CCC, predict the reaction product. The product is: [Cl:18][C:1](=[C:5]([C:11]([O:13][CH2:14][CH3:15])=[O:12])[C:6]([O:8][CH2:9][CH3:10])=[O:7])[CH2:2][CH3:3]. (2) Given the reactants [CH:1]1([O:6][C:7]2[CH:8]=[C:9]([C:15]3[CH2:19][C:18]([CH3:22])([C:20]#[N:21])[O:17][N:16]=3)[CH:10]=[CH:11][C:12]=2[O:13][CH3:14])[CH2:5][CH2:4][CH2:3][CH2:2]1.Cl.N[CH2:25][CH2:26][SH:27].C(N(CC)CC)C, predict the reaction product. The product is: [CH:1]1([O:6][C:7]2[CH:8]=[C:9]([C:15]3[CH2:19][C:18]([C:20]4[S:27][CH2:26][CH2:25][N:21]=4)([CH3:22])[O:17][N:16]=3)[CH:10]=[CH:11][C:12]=2[O:13][CH3:14])[CH2:2][CH2:3][CH2:4][CH2:5]1. (3) The product is: [Cl:1][C:2]1[CH:10]=[C:9]([CH:8]=[CH:7][C:3]=1[C:4]([N:44]1[CH2:43][CH2:42][NH:41][C:40](=[O:45])[CH:39]1[CH2:38][C:36]([OH:35])=[O:37])=[O:5])[C:11]([NH:13][CH:14]([C:16]1[NH:20][C:19]2[CH:21]=[CH:22][C:23]([Cl:25])=[CH:24][C:18]=2[N:17]=1)[CH3:15])=[O:12]. Given the reactants [Cl:1][C:2]1[CH:10]=[C:9]([C:11]([NH:13][CH:14]([C:16]2[NH:20][C:19]3[CH:21]=[CH:22][C:23]([Cl:25])=[CH:24][C:18]=3[N:17]=2)[CH3:15])=[O:12])[CH:8]=[CH:7][C:3]=1[C:4](O)=[O:5].C(N(C(C)C)CC)(C)C.[OH:35][C:36]([CH2:38][CH:39]1[NH:44][CH2:43][CH2:42][NH:41][C:40]1=[O:45])=[O:37].ClCl, predict the reaction product.